This data is from Forward reaction prediction with 1.9M reactions from USPTO patents (1976-2016). The task is: Predict the product of the given reaction. (1) Given the reactants [CH:1]1[N:5]([C@@H:6]2[O:10][C@H:9]([CH2:11][O:12][P:13]([O:16][P:17]([O:20][C@H:21]3[O:26][C@H:25]([CH2:27]O)[C@@H:24]([OH:29])[C@H:23]([OH:30])[C@@H:22]3[OH:31])([OH:19])=[O:18])([OH:15])=[O:14])[C@@H:8]([OH:32])[C@H:7]2[OH:33])[C:4]2[NH:34][C:35]([NH2:39])=[N:36][C:37](=[O:38])[C:3]=2[N:2]=1.C[C@H]1O[C@H](OP(OP(OC[C@H]2O[C@@H](N3C4NC(N)=NC(=O)C=4N=C3)[C@H](O)[C@@H]2O)(O)=O)(O)=O)[C@@H](O)[C@@H](O)C1=O, predict the reaction product. The product is: [CH3:27][C@@H:25]1[O:26][C@H:21]([O:20][P:17]([O:16][P:13]([O:12][CH2:11][C@H:9]2[O:10][C@@H:6]([N:5]3[C:4]4[NH:34][C:35]([NH2:39])=[N:36][C:37](=[O:38])[C:3]=4[N:2]=[CH:1]3)[C@H:7]([OH:33])[C@@H:8]2[OH:32])([OH:15])=[O:14])([OH:19])=[O:18])[C@@H:22]([OH:31])[C@H:23]([OH:30])[C@@H:24]1[OH:29]. (2) Given the reactants [C:1]([C:5]1[N:10]=[CH:9][C:8]([C:11]2[N:12]([C:32]([N:34]3[CH2:39][CH2:38][CH:37]([CH2:40][C:41](O)=[O:42])[CH2:36][CH2:35]3)=[O:33])[C@@:13]([C:25]3[CH:30]=[CH:29][C:28]([Cl:31])=[CH:27][CH:26]=3)([CH3:24])[C@@:14]([C:17]3[CH:22]=[CH:21][C:20]([Cl:23])=[CH:19][CH:18]=3)([CH3:16])[N:15]=2)=[C:7]([O:44][CH2:45][CH3:46])[CH:6]=1)([CH3:4])([CH3:3])[CH3:2].[F:47][C:48]1[C:49]([CH3:55])=[C:50]([CH:52]=[CH:53][CH:54]=1)[NH2:51], predict the reaction product. The product is: [C:1]([C:5]1[N:10]=[CH:9][C:8]([C:11]2[N:12]([C:32]([N:34]3[CH2:39][CH2:38][CH:37]([CH2:40][C:41]([NH:51][C:50]4[CH:52]=[CH:53][CH:54]=[C:48]([F:47])[C:49]=4[CH3:55])=[O:42])[CH2:36][CH2:35]3)=[O:33])[C@@:13]([C:25]3[CH:30]=[CH:29][C:28]([Cl:31])=[CH:27][CH:26]=3)([CH3:24])[C@@:14]([C:17]3[CH:18]=[CH:19][C:20]([Cl:23])=[CH:21][CH:22]=3)([CH3:16])[N:15]=2)=[C:7]([O:44][CH2:45][CH3:46])[CH:6]=1)([CH3:2])([CH3:3])[CH3:4].